Dataset: Peptide-MHC class I binding affinity with 185,985 pairs from IEDB/IMGT. Task: Regression. Given a peptide amino acid sequence and an MHC pseudo amino acid sequence, predict their binding affinity value. This is MHC class I binding data. (1) The peptide sequence is RPRRASSPF. The MHC is HLA-B58:01 with pseudo-sequence HLA-B58:01. The binding affinity (normalized) is 0.0847. (2) The peptide sequence is RTPKKAKA. The MHC is Mamu-A01 with pseudo-sequence Mamu-A01. The binding affinity (normalized) is 0. (3) The peptide sequence is MPRLSRNAA. The binding affinity (normalized) is 0.0847. The MHC is HLA-B27:05 with pseudo-sequence HLA-B27:05. (4) The MHC is HLA-B18:01 with pseudo-sequence HLA-B18:01. The peptide sequence is SEHTGREIV. The binding affinity (normalized) is 0.296. (5) The peptide sequence is SAWQGDTGI. The MHC is HLA-A30:02 with pseudo-sequence HLA-A30:02. The binding affinity (normalized) is 0.426. (6) The binding affinity (normalized) is 0.0735. The peptide sequence is VFGRCELAA. The MHC is H-2-Kb with pseudo-sequence H-2-Kb. (7) The peptide sequence is LLGQNTPAI. The MHC is HLA-A69:01 with pseudo-sequence HLA-A69:01. The binding affinity (normalized) is 0.345.